This data is from Forward reaction prediction with 1.9M reactions from USPTO patents (1976-2016). The task is: Predict the product of the given reaction. (1) Given the reactants F[C:2]1[CH:3]=[C:4]([C:11]2[S:15][C:14]([NH:16][C:17](=O)OC(C)(C)C)=[N:13][N:12]=2)[CH:5]=[CH:6][C:7]=1[N+:8]([O-])=O.[Cl:24][C:25]1[CH:45]=[CH:44][C:28]([CH2:29][C@H:30]2[CH2:34][O:33][S:32](=[O:36])(=[O:35])[N:31]2[C:37]([O:39][C:40]([CH3:43])([CH3:42])[CH3:41])=[O:38])=[CH:27][CH:26]=1.N[C@@H](CC1C=CC(Cl)=CC=1)[C:48]([OH:50])=[O:49], predict the reaction product. The product is: [NH2:31][C@@H:30]([CH2:29][C:28]1[CH:27]=[CH:26][C:25]([Cl:24])=[CH:45][CH:44]=1)[CH2:17][NH:16][C:14]1[S:15][C:11]([C:4]2[CH:5]=[CH:6][C:7]3[NH:8][C:48](=[O:49])[O:50][C:2]=3[CH:3]=2)=[N:12][N:13]=1.[Cl:24][C:25]1[CH:26]=[CH:27][C:28]([CH2:29][C@H:30]2[CH2:34][O:33][S:32](=[O:36])(=[O:35])[N:31]2[C:37]([O:39][C:40]([CH3:41])([CH3:42])[CH3:43])=[O:38])=[CH:44][CH:45]=1. (2) Given the reactants C[N:2]1[C:6]([C:7]2[N:8]([CH2:23][CH2:24][CH2:25][O:26][C:27]3[C:36]4[C:31](=[CH:32][CH:33]=[CH:34][CH:35]=4)[CH:30]=[CH:29][CH:28]=3)[C:9]3[C:14]([CH:15]=2)=[C:13]([C:16]2[CH:21]=[CH:20][CH:19]=[CH:18][C:17]=2[CH3:22])[CH:12]=[CH:11][CH:10]=3)=CC(O)=N1.[N-:38]=[N+:39]=[N-:40].[Na+].[NH4+].[Cl-], predict the reaction product. The product is: [CH3:22][C:17]1[CH:18]=[CH:19][CH:20]=[CH:21][C:16]=1[C:13]1[CH:12]=[CH:11][CH:10]=[C:9]2[C:14]=1[CH:15]=[C:7]([C:6]1[NH:2][N:40]=[N:39][N:38]=1)[N:8]2[CH2:23][CH2:24][CH2:25][O:26][C:27]1[C:36]2[C:31](=[CH:32][CH:33]=[CH:34][CH:35]=2)[CH:30]=[CH:29][CH:28]=1.